This data is from Full USPTO retrosynthesis dataset with 1.9M reactions from patents (1976-2016). The task is: Predict the reactants needed to synthesize the given product. (1) Given the product [Cl:1][C:2]1[CH:25]=[CH:24][C:5]([CH2:6][N:7]2[C:15]3[C:10](=[CH:11][C:12](/[CH:16]=[C:17]4/[C:18](=[O:23])[N:19]([C@@H:31]5[CH2:35][CH2:34][CH2:33][C@H:32]5[C:36]([O:38][CH2:39][CH3:40])=[O:37])[C:20](=[O:22])[S:21]/4)=[CH:13][CH:14]=3)[CH:9]=[N:8]2)=[C:4]([C:26]([F:27])([F:29])[F:28])[CH:3]=1, predict the reactants needed to synthesize it. The reactants are: [Cl:1][C:2]1[CH:25]=[CH:24][C:5]([CH2:6][N:7]2[C:15]3[C:10](=[CH:11][C:12](/[CH:16]=[C:17]4/[C:18](=[O:23])[NH:19][C:20](=[O:22])[S:21]/4)=[CH:13][CH:14]=3)[CH:9]=[N:8]2)=[C:4]([C:26]([F:29])([F:28])[F:27])[CH:3]=1.O[C@H:31]1[CH2:35][CH2:34][CH2:33][C@H:32]1[C:36]([O:38][CH2:39][CH3:40])=[O:37]. (2) The reactants are: [CH:1]1[CH:6]=[C:5]2[C:7]([C:9]([OH:13])(O)[C:10](=[O:11])[C:4]2=[CH:3][CH:2]=1)=[O:8].[CH3:14][O:15][C:16]1[CH:21]=[CH:20][C:19](O)=[CH:18][CH:17]=1.C(O)(=[O:25])C. Given the product [OH:25][C:10]12[C:4]3[C:5](=[CH:6][CH:1]=[CH:2][CH:3]=3)[C:7](=[O:8])[C:9]1([OH:13])[C:18]1[CH:17]=[C:16]([O:15][CH3:14])[CH:21]=[CH:20][C:19]=1[O:11]2, predict the reactants needed to synthesize it. (3) Given the product [ClH:30].[CH3:21][N:19]([CH3:20])[C:18](=[O:28])[C@@H:17]([NH:2][CH3:6])[CH3:16], predict the reactants needed to synthesize it. The reactants are: O[N:2]1[C:6]2C=CC=CC=2N=N1.CCN=C=N[CH2:16][CH2:17][CH2:18][N:19]([CH3:21])[CH3:20].CNC.C1C[O:28]CC1.[ClH:30].O1CCOCC1.